Task: Predict the reactants needed to synthesize the given product.. Dataset: Full USPTO retrosynthesis dataset with 1.9M reactions from patents (1976-2016) Given the product [NH2:1][C:2]1[C:11]2[C:6](=[CH:7][CH:8]=[CH:9][C:10]=2[O:12][CH2:13][C@@H:14]([NH:17][C:32](=[O:33])[C:31]2[CH:35]=[CH:36][C:28]([O:27][CH2:26][CH2:25][OH:24])=[C:29]([O:37][CH3:38])[CH:30]=2)[CH2:15][CH3:16])[N:5]=[C:4]([CH3:18])[C:3]=1[C:19]([O:21][CH2:22][CH3:23])=[O:20], predict the reactants needed to synthesize it. The reactants are: [NH2:1][C:2]1[C:11]2[C:6](=[CH:7][CH:8]=[CH:9][C:10]=2[O:12][CH2:13][C@@H:14]([NH2:17])[CH2:15][CH3:16])[N:5]=[C:4]([CH3:18])[C:3]=1[C:19]([O:21][CH2:22][CH3:23])=[O:20].[OH:24][CH2:25][CH2:26][O:27][C:28]1[CH:36]=[CH:35][C:31]([C:32](O)=[O:33])=[CH:30][C:29]=1[O:37][CH3:38].